From a dataset of Catalyst prediction with 721,799 reactions and 888 catalyst types from USPTO. Predict which catalyst facilitates the given reaction. Reactant: [Br:1][C:2]1[CH:11]=[C:10]2[C:5]([C:6](Cl)=[C:7]([CH:16]=O)[C:8](=[O:15])[N:9]2[CH:12]([CH3:14])[CH3:13])=[CH:4][CH:3]=1.O.[NH2:20][NH2:21].O. Product: [Br:1][C:2]1[CH:3]=[CH:4][C:5]2[C:6]3[NH:21][N:20]=[CH:16][C:7]=3[C:8](=[O:15])[N:9]([CH:12]([CH3:14])[CH3:13])[C:10]=2[CH:11]=1. The catalyst class is: 3.